From a dataset of Catalyst prediction with 721,799 reactions and 888 catalyst types from USPTO. Predict which catalyst facilitates the given reaction. (1) Reactant: [CH:1]1([N:4]2[CH2:9][CH2:8][CH2:7][C@@H:6]([CH2:10][N:11]3[CH2:16][CH2:15][NH:14][CH2:13][CH2:12]3)[CH2:5]2)[CH2:3][CH2:2]1.C1([O:23][C:24](=O)[NH:25][C:26]2[CH:30]=[C:29]([C:31]([CH3:34])([CH3:33])[CH3:32])[O:28][N:27]=2)C=CC=CC=1.C(N(CC)CC)C. Product: [NH3:4].[C:31]([C:29]1[O:28][N:27]=[C:26]([NH:25][C:24]([N:14]2[CH2:15][CH2:16][N:11]([CH2:10][C@@H:6]3[CH2:7][CH2:8][CH2:9][N:4]([CH:1]4[CH2:3][CH2:2]4)[CH2:5]3)[CH2:12][CH2:13]2)=[O:23])[CH:30]=1)([CH3:34])([CH3:32])[CH3:33]. The catalyst class is: 7. (2) Reactant: [Si]([O:8][CH2:9][C:10]([C:13]1[CH:18]=[CH:17][C:16]([C:19]2[CH:20]=[C:21]3[C:25](=[CH:26][C:27]=2[Cl:28])[NH:24][CH:23]=[C:22]3[C:29]([OH:31])=[O:30])=[CH:15][CH:14]=1)([CH3:12])[CH3:11])(C(C)(C)C)(C)C.[F-].[Cs+].[Cl-].[NH4+]. Product: [Cl:28][C:27]1[CH:26]=[C:25]2[C:21]([C:22]([C:29]([OH:31])=[O:30])=[CH:23][NH:24]2)=[CH:20][C:19]=1[C:16]1[CH:17]=[CH:18][C:13]([C:10]([CH3:12])([CH3:11])[CH2:9][OH:8])=[CH:14][CH:15]=1. The catalyst class is: 3. (3) Reactant: [NH2:1][C:2]1[CH:7]=[C:6]([NH2:8])[CH:5]=[CH:4][C:3]=1[CH3:9].C(N(C(C)C)CC)(C)C.Cl.Cl.[CH3:21][N:22]1[CH2:27][CH2:26][N:25]([CH2:28][C:29]2[CH:37]=[CH:36][C:32]([C:33](Cl)=[O:34])=[CH:31][C:30]=2[C:38]([F:41])([F:40])[F:39])[CH2:24][CH2:23]1. Product: [CH3:21][N:22]1[CH2:23][CH2:24][N:25]([CH2:28][C:29]2[CH:37]=[CH:36][C:32]([C:33]([NH:8][C:6]3[CH:5]=[CH:4][C:3]([CH3:9])=[C:2]([NH2:1])[CH:7]=3)=[O:34])=[CH:31][C:30]=2[C:38]([F:41])([F:39])[F:40])[CH2:26][CH2:27]1. The catalyst class is: 594. (4) Reactant: [CH3:1][N:2]=[C:3]=[O:4].[NH2:5][CH2:6][CH2:7][CH2:8][CH2:9][C@H:10]([NH:24][C:25](=[O:31])[O:26][C:27]([CH3:30])([CH3:29])[CH3:28])[CH:11]([OH:23])[C:12](=[O:22])[NH:13][C@@H:14]([C:16]1[CH:21]=[CH:20][CH:19]=[CH:18][CH:17]=1)[CH3:15]. Product: [OH:23][CH:11]([C@@H:10]([NH:24][C:25](=[O:31])[O:26][C:27]([CH3:30])([CH3:29])[CH3:28])[CH2:9][CH2:8][CH2:7][CH2:6][NH:5][C:3]([NH:2][CH3:1])=[O:4])[C:12](=[O:22])[NH:13][C@@H:14]([C:16]1[CH:21]=[CH:20][CH:19]=[CH:18][CH:17]=1)[CH3:15]. The catalyst class is: 7. (5) Reactant: [C:1]([O:5][C:6]([NH:8][C@@H:9]([C@@H:13]([NH:15][C:16]1[CH:21]=[C:20]([C:22]#[N:23])[CH:19]=[CH:18][C:17]=1[N+:24]([O-])=O)[CH3:14])[C:10]([OH:12])=[O:11])=[O:7])([CH3:4])([CH3:3])[CH3:2]. Product: [NH2:24][C:17]1[CH:18]=[CH:19][C:20]([C:22]#[N:23])=[CH:21][C:16]=1[NH:15][C@@H:13]([CH3:14])[C@H:9]([NH:8][C:6]([O:5][C:1]([CH3:4])([CH3:3])[CH3:2])=[O:7])[C:10]([OH:12])=[O:11]. The catalyst class is: 191. (6) Reactant: [Br:1][C:2]1[CH:3]=[C:4]([C:19]([OH:21])=O)[CH:5]=[C:6]2[C:11]=1[O:10][C:9]([N:12]1[CH2:17][CH2:16][O:15][CH2:14][CH2:13]1)=[CH:8][C:7]2=[O:18].CCN(C(C)C)C(C)C.[NH:31]1[CH2:36][CH2:35][O:34][CH2:33][CH2:32]1.O. Product: [Br:1][C:2]1[CH:3]=[C:4]([C:19]([N:31]2[CH2:36][CH2:35][O:34][CH2:33][CH2:32]2)=[O:21])[CH:5]=[C:6]2[C:11]=1[O:10][C:9]([N:12]1[CH2:17][CH2:16][O:15][CH2:14][CH2:13]1)=[CH:8][C:7]2=[O:18]. The catalyst class is: 2. (7) Reactant: [OH:1][C:2]1[CH:7]=[CH:6][C:5]([CH2:8][C:9]#[N:10])=[CH:4][CH:3]=1.[O:11]([CH2:18][CH:19]1[CH2:21][O:20]1)[C:12]1[CH:17]=[CH:16][CH:15]=[CH:14][CH:13]=1.N12CCN(CC1)CC2.Cl. Product: [OH:20][CH:19]([CH2:18][O:11][C:12]1[CH:17]=[CH:16][CH:15]=[CH:14][CH:13]=1)[CH2:21][O:1][C:2]1[CH:7]=[CH:6][C:5]([CH2:8][C:9]#[N:10])=[CH:4][CH:3]=1. The catalyst class is: 42.